Dataset: CYP2D6 inhibition data for predicting drug metabolism from PubChem BioAssay. Task: Regression/Classification. Given a drug SMILES string, predict its absorption, distribution, metabolism, or excretion properties. Task type varies by dataset: regression for continuous measurements (e.g., permeability, clearance, half-life) or binary classification for categorical outcomes (e.g., BBB penetration, CYP inhibition). Dataset: cyp2d6_veith. (1) The drug is COC(=O)C/C=C\[C@@H](C)[C@@H](/C=N\O[C@@H](C)CN1CCCc2nc(C)c(C)cc21)NS(=O)(=O)c1ccc(C)cc1. The result is 1 (inhibitor). (2) The molecule is CN(C)c1ncc2nc(-c3cccs3)c(=O)n(C[C@H]3CCCO3)c2n1. The result is 0 (non-inhibitor). (3) The compound is CCOC(=O)C1=C(C)N(CC(C)C)C(=O)/C1=C\c1ccc(OCC(=O)Nc2ccccc2)cc1. The result is 0 (non-inhibitor). (4) The molecule is CN(C)CCCOc1nn(Cc2ccccc2)c2ccccc12. The result is 1 (inhibitor). (5) The drug is C/C(=N\NC(=O)c1ccc(Cl)cc1)c1cccc(NC(=O)C(C)C)c1. The result is 0 (non-inhibitor). (6) The drug is Cc1n[nH]c(=S)n1/N=C/c1ccccc1OCc1ccc(Cl)cc1. The result is 0 (non-inhibitor). (7) The molecule is COc1ccc(NC(=O)CCCCC#Cc2ccccc2)cc1. The result is 0 (non-inhibitor). (8) The compound is COc1ccc(-c2cc(=O)oc3cc4occ(C)c4cc23)cc1. The result is 1 (inhibitor). (9) The drug is NC[C@@H](O)CSCc1ccc(Cl)cc1. The result is 1 (inhibitor).